From a dataset of Catalyst prediction with 721,799 reactions and 888 catalyst types from USPTO. Predict which catalyst facilitates the given reaction. (1) Reactant: [CH2:1]([Li])[CH2:2][CH2:3][CH3:4].BrC1C=C(C=CC=1)C[C:11]1[CH:20]=[C:19]2[C:13](=[CH:14][CH:15]=[CH:16][CH:17]=[CH:18]2)[C:12]=1[CH3:21].[CH2:25]([O:32][C@@H:33]1[C@@H:39]([O:40][CH2:41][C:42]2[CH:47]=[CH:46][CH:45]=[CH:44][CH:43]=2)[C@H:38]([O:48][CH2:49][C:50]2[CH:55]=[CH:54][CH:53]=[CH:52][CH:51]=2)[C@@H:37]([CH2:56][O:57][CH2:58][C:59]2[CH:64]=[CH:63][CH:62]=[CH:61][CH:60]=2)[O:36][C:34]1=[O:35])[C:26]1[CH:31]=[CH:30][CH:29]=[CH:28][CH:27]=1.[Cl-].[NH4+].[CH2:67]1[CH2:71]OC[CH2:68]1. Product: [CH2:25]([O:32][C@@H:33]1[C@@H:39]([O:40][CH2:41][C:42]2[CH:47]=[CH:46][CH:45]=[CH:44][CH:43]=2)[C@H:38]([O:48][CH2:49][C:50]2[CH:51]=[CH:52][CH:53]=[CH:54][CH:55]=2)[C@@H:37]([CH2:56][O:57][CH2:58][C:59]2[CH:60]=[CH:61][CH:62]=[CH:63][CH:64]=2)[O:36][C:34]1([C:1]1[CH:71]=[CH:67][CH:68]=[C:3]([CH2:4][C:20]2[C:19]3[C:13]([CH:14]=[CH:15][CH:16]=[CH:17][CH:18]=3)=[C:12]([CH3:21])[CH:11]=2)[CH:2]=1)[OH:35])[C:26]1[CH:27]=[CH:28][CH:29]=[CH:30][CH:31]=1. The catalyst class is: 81. (2) Reactant: [Cl:1][C:2]1[N:3]=[C:4]([NH:20][CH2:21][CH2:22][CH3:23])[C:5]2[N:6]=[C:7]([N:16]([CH3:19])[O:17][CH3:18])[N:8]=[C:9]([NH:12][CH2:13][CH2:14][CH3:15])[C:10]=2[N:11]=1.Cl.C(OCC)C.Cl.CNC1N=C(NCCC)C2N=C(NC)N=C(NCCC)C=2N=1. Product: [ClH:1].[Cl:1][C:2]1[N:3]=[C:4]([NH:20][CH2:21][CH2:22][CH3:23])[C:5]2[N:6]=[C:7]([N:16]([CH3:19])[O:17][CH3:18])[N:8]=[C:9]([NH:12][CH2:13][CH2:14][CH3:15])[C:10]=2[N:11]=1. The catalyst class is: 27. (3) Reactant: [CH:1]1([C:4]2[C:9]([CH:10]3[CH2:12][CH2:11]3)=[CH:8][C:7]([CH2:13][OH:14])=[C:6]([O:15][CH2:16][CH3:17])[CH:5]=2)[CH2:3][CH2:2]1. Product: [CH:1]1([C:4]2[C:9]([CH:10]3[CH2:12][CH2:11]3)=[CH:8][C:7]([CH:13]=[O:14])=[C:6]([O:15][CH2:16][CH3:17])[CH:5]=2)[CH2:3][CH2:2]1. The catalyst class is: 661. (4) Reactant: [C:1]([NH:8][C@H:9]([C:11]([OH:13])=O)[CH3:10])([O:3][C:4]([CH3:7])([CH3:6])[CH3:5])=[O:2].C(N1C=CN=C1)(N1C=CN=C1)=O.Cl.[CH3:27][NH:28][O:29][CH3:30].C1C=C2C(C(O)(O)C(=O)C2=CC=1)=O. Product: [CH3:30][O:29][N:28]([CH3:27])[C:11](=[O:13])[C@@H:9]([NH:8][C:1](=[O:2])[O:3][C:4]([CH3:5])([CH3:6])[CH3:7])[CH3:10]. The catalyst class is: 2. (5) Reactant: Br[CH2:2][C:3]([C:5]12[CH2:14][CH:9]3[CH2:10][CH:11]([CH2:13][CH:7]([CH2:8]3)[CH2:6]1)[CH2:12]2)=[O:4].[CH3:15][N:16]1[C:20]2[CH:21]=[CH:22][CH:23]=[CH:24][C:19]=2[N:18]=[C:17]1[SH:25].C(N(CC)CC)C. Product: [C:5]12([C:3](=[O:4])[CH2:2][S:25][C:17]3[N:16]([CH3:15])[C:20]4[CH:21]=[CH:22][CH:23]=[CH:24][C:19]=4[N:18]=3)[CH2:14][CH:9]3[CH2:10][CH:11]([CH2:13][CH:7]([CH2:8]3)[CH2:6]1)[CH2:12]2. The catalyst class is: 10. (6) Reactant: C([BH3-])#N.[Na+].[CH:5]1([C:8]2[NH:9][C:10]3[C:15]([CH:16]=2)=[CH:14][CH:13]=[CH:12][CH:11]=3)[CH2:7][CH2:6]1.O.[OH-].[Na+]. Product: [CH:5]1([CH:8]2[CH2:16][C:15]3[C:10](=[CH:11][CH:12]=[CH:13][CH:14]=3)[NH:9]2)[CH2:7][CH2:6]1. The catalyst class is: 342. (7) Reactant: [CH:1]1([CH2:4][O:5][C:6]2[CH:22]=[CH:21][C:9]3[C:10]([CH2:13][CH2:14][CH:15]4[CH2:20][CH2:19][NH:18][CH2:17][CH2:16]4)=[N:11][O:12][C:8]=3[C:7]=2[CH2:23][OH:24])[CH2:3][CH2:2]1.Br[CH2:26][C:27]#[C:28][CH3:29].C(N(CC)CC)C.CN(C)C=O. Product: [CH2:26]([N:18]1[CH2:19][CH2:20][CH:15]([CH2:14][CH2:13][C:10]2[C:9]3[CH:21]=[CH:22][C:6]([O:5][CH2:4][CH:1]4[CH2:3][CH2:2]4)=[C:7]([CH2:23][OH:24])[C:8]=3[O:12][N:11]=2)[CH2:16][CH2:17]1)[C:27]#[C:28][CH3:29]. The catalyst class is: 6. (8) Reactant: Cl.[CH3:2][N:3]1[C:8](=[O:9])[CH:7]=[CH:6][C:5]([N:10]2[CH2:15][CH2:14][CH:13]([C:16]([OH:18])=O)[CH2:12][CH2:11]2)=[N:4]1.Cl.[N:20]1([S:26]([C:29]2[CH:37]=[C:36]3[C:32]([CH:33]=[CH:34][NH:35]3)=[CH:31][CH:30]=2)(=[O:28])=[O:27])[CH2:25][CH2:24][NH:23][CH2:22][CH2:21]1.C(N(C(C)C)CC)(C)C.F[B-](F)(F)F.N1(OC(N(C)C)=[N+](C)C)C2C=CC=CC=2N=N1. The catalyst class is: 9. Product: [NH:35]1[C:36]2[C:32](=[CH:31][CH:30]=[C:29]([S:26]([N:20]3[CH2:25][CH2:24][N:23]([C:16]([CH:13]4[CH2:12][CH2:11][N:10]([C:5]5[CH:6]=[CH:7][C:8](=[O:9])[N:3]([CH3:2])[N:4]=5)[CH2:15][CH2:14]4)=[O:18])[CH2:22][CH2:21]3)(=[O:27])=[O:28])[CH:37]=2)[CH:33]=[CH:34]1.